Dataset: Reaction yield outcomes from USPTO patents with 853,638 reactions. Task: Predict the reaction yield, written as a fraction of the theoretical maximum amount of product (1.0 means a 100% yield; for example, 0.34 means a 34% yield). (1) The reactants are CS(C)=O.[OH:5][CH:6]1[CH2:28][CH2:27][C:9]2([C:13](=[O:14])[N:12]([C:15]3[CH:16]=[N:17][C:18]([O:21][CH2:22][C:23]([F:26])([F:25])[F:24])=[CH:19][CH:20]=3)[CH2:11][CH2:10]2)[CH2:8][CH2:7]1.C(Cl)(=O)C(Cl)=O.Cl. The catalyst is ClCCl.C(N(CC)CC)C. The product is [F:26][C:23]([F:24])([F:25])[CH2:22][O:21][C:18]1[N:17]=[CH:16][C:15]([N:12]2[CH2:11][CH2:10][C:9]3([CH2:8][CH2:7][C:6](=[O:5])[CH2:28][CH2:27]3)[C:13]2=[O:14])=[CH:20][CH:19]=1. The yield is 0.800. (2) The product is [C:1]([N:5]1[CH:9]=[C:8]([NH:10][C:11]([NH:13][C:14]2[CH:19]=[C:18]([C:20]3[C:31](=[O:32])[N:30]([CH:33]([CH3:35])[CH3:34])[C:23]4[N:24]=[C:25]([NH:38][CH3:37])[N:26]=[CH:27][C:22]=4[CH:21]=3)[CH:17]=[CH:16][C:15]=2[F:36])=[O:12])[CH:7]=[N:6]1)([CH3:4])([CH3:3])[CH3:2]. The catalyst is C1COCC1. The yield is 0.620. The reactants are [C:1]([N:5]1[CH:9]=[C:8]([NH:10][C:11]([NH:13][C:14]2[CH:19]=[C:18]([C:20]3[C:31](=[O:32])[N:30]([CH:33]([CH3:35])[CH3:34])[C:23]4[N:24]=[C:25](SC)[N:26]=[CH:27][C:22]=4[CH:21]=3)[CH:17]=[CH:16][C:15]=2[F:36])=[O:12])[CH:7]=[N:6]1)([CH3:4])([CH3:3])[CH3:2].[CH3:37][NH2:38]. (3) The reactants are I[C:2]1[CH:29]=[CH:28][C:5]2[N:6]([CH2:9][C:10]3[CH:27]=[CH:26][C:13]4[N:14]=[C:15]([NH:17][C@@H:18]5[CH2:23][CH2:22][CH2:21][C@@H:20]([OH:24])[C@H:19]5[OH:25])[S:16][C:12]=4[CH:11]=3)[CH:7]=[N:8][C:4]=2[CH:3]=1.[NH:30]1[CH2:35][CH2:34][O:33][CH2:32][CH2:31]1.N1CCC[C@H]1C(O)=O.C([O-])([O-])=O.[K+].[K+]. The catalyst is CS(C)=O.[Cu]I. The product is [O:33]1[CH2:34][CH2:35][N:30]([C:2]2[CH:29]=[CH:28][C:5]3[N:6]([CH2:9][C:10]4[CH:27]=[CH:26][C:13]5[N:14]=[C:15]([NH:17][C@@H:18]6[CH2:23][CH2:22][CH2:21][C@@H:20]([OH:24])[C@H:19]6[OH:25])[S:16][C:12]=5[CH:11]=4)[CH:7]=[N:8][C:4]=3[CH:3]=2)[CH2:31][CH2:32]1. The yield is 0.0100. (4) The reactants are [OH:1][C:2]1[CH:3]=[N:4][C:5]([N:8]2[CH2:13][CH2:12][N:11]([C:14]([O:16][C:17]([CH3:20])([CH3:19])[CH3:18])=[O:15])[CH2:10][C@H:9]2[CH3:21])=[N:6][CH:7]=1.Cl[CH2:23][C:24]1[CH:29]=[CH:28][C:27]([S:30]([CH3:33])(=[O:32])=[O:31])=[CH:26][CH:25]=1.C(=O)([O-])[O-].[K+].[K+]. The catalyst is C(#N)C. The product is [CH3:21][C@H:9]1[N:8]([C:5]2[N:4]=[CH:3][C:2]([O:1][CH2:23][C:24]3[CH:25]=[CH:26][C:27]([S:30]([CH3:33])(=[O:32])=[O:31])=[CH:28][CH:29]=3)=[CH:7][N:6]=2)[CH2:13][CH2:12][N:11]([C:14]([O:16][C:17]([CH3:20])([CH3:19])[CH3:18])=[O:15])[CH2:10]1. The yield is 0.920. (5) The reactants are [C:1](Cl)(Cl)=[S:2].[Cl:5][C:6]1[CH:7]=[C:8]([C:12]2[N:13]=[C:14]([CH2:28][NH2:29])[S:15][C:16]=2[CH2:17][C:18]2[CH:23]=[CH:22][C:21]([O:24][CH3:25])=[C:20]([O:26][CH3:27])[CH:19]=2)[CH:9]=[CH:10][CH:11]=1.C(=O)([O-])[O-].[K+].[K+].C(N(CC)CC)C.Br[CH2:44][C:45]1[C:50]([F:51])=[CH:49][CH:48]=[CH:47][C:46]=1[Cl:52]. The catalyst is ClCCl.O.CCOC(C)=O.ClCCl. The product is [Cl:52][C:46]1[CH:47]=[CH:48][CH:49]=[C:50]([F:51])[C:45]=1[CH2:44][S:2][C:1]1[N:13]2[C:14]([S:15][C:16]([CH2:17][C:18]3[CH:23]=[CH:22][C:21]([O:24][CH3:25])=[C:20]([O:26][CH3:27])[CH:19]=3)=[C:12]2[C:8]2[CH:9]=[CH:10][CH:11]=[C:6]([Cl:5])[CH:7]=2)=[CH:28][N:29]=1. The yield is 0.400. (6) The reactants are C(O)CC.[C:5]([O:9][C:10]([NH:12][C@H:13]1[CH2:18][CH2:17][C@H:16]([C:19]([C:22]2[S:26][CH:25]=[C:24]([C:27]([O:29][CH3:30])=[O:28])[C:23]=2[CH3:31])=[CH:20][CH3:21])[CH2:15][CH2:14]1)=[O:11])([CH3:8])([CH3:7])[CH3:6]. The catalyst is CO.[Pd]. The product is [C:5]([O:9][C:10]([NH:12][C@H:13]1[CH2:14][CH2:15][C@H:16]([CH:19]([C:22]2[S:26][CH:25]=[C:24]([C:27]([O:29][CH3:30])=[O:28])[C:23]=2[CH3:31])[CH2:20][CH3:21])[CH2:17][CH2:18]1)=[O:11])([CH3:8])([CH3:7])[CH3:6]. The yield is 0.733. (7) The reactants are [C:1]1(=[O:26])[N:5]([CH2:6][C:7]2[N:8]=[C:9]([N:12]3[CH2:15][CH:14](OS(C)(=O)=O)[CH2:13]3)[S:10][CH:11]=2)[C:4](=[O:21])[C:3]2=[CH:22][CH:23]=[CH:24][CH:25]=[C:2]12.[C:27]([O-:30])(=[S:29])[CH3:28].[K+]. The catalyst is CN(C)C=O. The product is [C:27]([S:29][CH:14]1[CH2:15][N:12]([C:9]2[S:10][CH:11]=[C:7]([CH2:6][N:5]3[C:1](=[O:26])[C:2]4=[CH:25][CH:24]=[CH:23][CH:22]=[C:3]4[C:4]3=[O:21])[N:8]=2)[CH2:13]1)(=[O:30])[CH3:28]. The yield is 0.870.